From a dataset of NCI-60 drug combinations with 297,098 pairs across 59 cell lines. Regression. Given two drug SMILES strings and cell line genomic features, predict the synergy score measuring deviation from expected non-interaction effect. Drug 1: C1=CC=C(C=C1)NC(=O)CCCCCCC(=O)NO. Drug 2: C1=NC2=C(N1)C(=S)N=CN2. Cell line: MOLT-4. Synergy scores: CSS=87.8, Synergy_ZIP=0.0786, Synergy_Bliss=1.42, Synergy_Loewe=1.86, Synergy_HSA=4.90.